From a dataset of Reaction yield outcomes from USPTO patents with 853,638 reactions. Predict the reaction yield, written as a fraction of the theoretical maximum amount of product (1.0 means a 100% yield; for example, 0.34 means a 34% yield). (1) The reactants are [CH3:1][O:2][C:3]([C@@H:5]1[CH2:18][C@H:17]([NH2:19])[C:16](=[O:20])[C@H:15]2[C@@:6]1([CH3:28])[CH2:7][CH2:8][C@@H:9]1[C@:14]2([CH3:21])[CH2:13][C@@H:12]([C:22]2[CH:26]=[CH:25][O:24][CH:23]=2)[O:11][C:10]1=[O:27])=[O:4].[C:29]1([S:35](Cl)(=[O:37])=[O:36])[CH:34]=[CH:33][CH:32]=[CH:31][CH:30]=1.C(N(CC)CC)C.CO. The catalyst is CN(C1C=CN=CC=1)C.C(Cl)Cl. The product is [CH3:1][O:2][C:3]([C@@H:5]1[CH2:18][C@H:17]([NH:19][S:35]([C:29]2[CH:34]=[CH:33][CH:32]=[CH:31][CH:30]=2)(=[O:37])=[O:36])[C:16](=[O:20])[C@H:15]2[C@@:6]1([CH3:28])[CH2:7][CH2:8][C@@H:9]1[C@:14]2([CH3:21])[CH2:13][C@@H:12]([C:22]2[CH:26]=[CH:25][O:24][CH:23]=2)[O:11][C:10]1=[O:27])=[O:4]. The yield is 0.970. (2) The reactants are C(OC(=O)CNC[C:8](=[O:57])[C@@H:9]([NH:25][C:26](=[O:56])[C@@H:27]([NH:52][C:53](=[O:55])[CH3:54])[CH2:28][CH2:29][CH2:30][NH:31]/[C:32](/[NH2:51])=[N:33]\[S:34]([C:37]1[C:38]([CH3:50])=[C:39]([CH3:49])[C:40]2[O:44][C:43]([CH3:46])([CH3:45])[CH2:42][C:41]=2[C:47]=1[CH3:48])(=[O:36])=[O:35])[CH2:10][N:11]([CH3:24])S(C1C=CC=CC=1[N+]([O-])=O)(=O)=O)C.[C:59]([O-:62])([O-])=[O:60].[K+].[K+].SC[CH:67]([CH2:69]O)O.[CH3:71][N:72](C=O)[CH3:73]. No catalyst specified. The product is [CH2:67]([O:62][C:59](=[O:60])[CH2:71][N:72]([C:8](=[O:57])[C@@H:9]([NH:25][C:26](=[O:56])[C@@H:27]([NH:52][C:53](=[O:55])[CH3:54])[CH2:28][CH2:29][CH2:30][NH:31]/[C:32](/[NH2:51])=[N:33]\[S:34]([C:37]1[C:38]([CH3:50])=[C:39]([CH3:49])[C:40]2[O:44][C:43]([CH3:46])([CH3:45])[CH2:42][C:41]=2[C:47]=1[CH3:48])(=[O:36])=[O:35])[CH2:10][NH:11][CH3:24])[CH3:73])[CH3:69]. The yield is 0.300. (3) The reactants are [C:1]([N:8]1[CH2:13][CH2:12][NH:11][CH2:10][CH2:9]1)([O:3][C:4]([CH3:7])([CH3:6])[CH3:5])=[O:2].Br[CH2:15][CH2:16][F:17].C(N(CC)C(C)C)(C)C. The catalyst is C(#N)C. The yield is 0.990. The product is [C:4]([O:3][C:1]([N:8]1[CH2:9][CH2:10][N:11]([CH2:15][CH2:16][F:17])[CH2:12][CH2:13]1)=[O:2])([CH3:7])([CH3:6])[CH3:5]. (4) The reactants are Cl[C:2]1[N:7]=[C:6]([C:8]2[S:12][C:11]([C:13]([CH3:16])([CH3:15])[CH3:14])=[N:10][C:9]=2[C:17]2[C:18]([F:35])=[C:19]([NH:23][S:24]([C:27]3[C:32]([F:33])=[CH:31][CH:30]=[CH:29][C:28]=3[F:34])(=[O:26])=[O:25])[CH:20]=[CH:21][CH:22]=2)[CH:5]=[CH:4][N:3]=1.[NH2:36][CH2:37][CH2:38][C:39]#[N:40].[F-].[Cs+]. The catalyst is CS(C)=O.O. The product is [C:37]([CH2:38][CH2:39][NH:40][C:2]1[N:7]=[C:6]([C:8]2[S:12][C:11]([C:13]([CH3:14])([CH3:15])[CH3:16])=[N:10][C:9]=2[C:17]2[C:18]([F:35])=[C:19]([NH:23][S:24]([C:27]3[C:28]([F:34])=[CH:29][CH:30]=[CH:31][C:32]=3[F:33])(=[O:25])=[O:26])[CH:20]=[CH:21][CH:22]=2)[CH:5]=[CH:4][N:3]=1)#[N:36]. The yield is 0.120. (5) The reactants are [Na].Cl[C:3]1[N:8]=[C:7](Cl)[C:6]([CH:10]([CH3:12])[CH3:11])=[C:5]([O:13][C:14]2[CH:19]=[C:18]([CH3:20])[CH:17]=[C:16]([CH:21]3[O:25][CH2:24][CH2:23][O:22]3)[CH:15]=2)[N:4]=1.[CH2:26]([OH:33])[C:27]1[CH:32]=[CH:31][CH:30]=[CH:29][CH:28]=1. No catalyst specified. The product is [CH2:26]([O:33][C:3]1[N:8]=[C:7]([O:22][CH2:21][C:16]2[CH:17]=[CH:18][CH:19]=[CH:14][CH:15]=2)[C:6]([CH:10]([CH3:12])[CH3:11])=[C:5]([O:13][C:14]2[CH:19]=[C:18]([CH3:20])[CH:17]=[C:16]([CH:21]3[O:25][CH2:24][CH2:23][O:22]3)[CH:15]=2)[N:4]=1)[C:27]1[CH:32]=[CH:31][CH:30]=[CH:29][CH:28]=1. The yield is 0.570. (6) The reactants are Br[CH2:2][C:3]([N:5]([CH2:14][C:15]([NH:17][C:18]1[C:19]([C:26]2[CH:31]=[CH:30][C:29]([N:32]([CH3:34])[CH3:33])=[CH:28][CH:27]=2)=[N:20][C:21]([O:24][CH3:25])=[CH:22][CH:23]=1)=[O:16])[C:6]1[CH:11]=[CH:10][C:9]([O:12][CH3:13])=[CH:8][CH:7]=1)=[O:4].C(=O)([O-])[O-].[Cs+].[Cs+].CN(C=O)C. The catalyst is O. The product is [CH3:33][N:32]([CH3:34])[C:29]1[CH:30]=[CH:31][C:26]([C:19]2[C:18]([N:17]3[CH2:2][C:3](=[O:4])[N:5]([C:6]4[CH:11]=[CH:10][C:9]([O:12][CH3:13])=[CH:8][CH:7]=4)[CH2:14][C:15]3=[O:16])=[CH:23][CH:22]=[C:21]([O:24][CH3:25])[N:20]=2)=[CH:27][CH:28]=1. The yield is 0.610. (7) The catalyst is C1(C)C=CC=CC=1.O.CS(C)=O. The product is [Br:19][C:13]1[CH2:14][C:15]2[C:11]([CH:12]=1)=[C:10]([C:7]1[CH:8]=[CH:9][C:4]([CH:1]([CH3:3])[CH3:2])=[CH:5][CH:6]=1)[CH:18]=[CH:17][CH:16]=2. The reactants are [CH:1]([C:4]1[CH:9]=[CH:8][C:7]([C:10]2[CH:18]=[CH:17][CH:16]=[C:15]3[C:11]=2[CH:12]=[CH:13][CH2:14]3)=[CH:6][CH:5]=1)([CH3:3])[CH3:2].[Br:19]N1C(=O)CCC1=O.C1(C)C=CC(S(O)(=O)=O)=CC=1. The yield is 0.960. (8) The reactants are [CH3:1][O:2][C:3]1[C:13]([N+:14]([O-:16])=[O:15])=[CH:12][C:6]2[CH2:7][CH2:8][NH:9][CH2:10][CH2:11][C:5]=2[CH:4]=1.[F:17][C:18]([F:29])([F:28])[CH2:19]OS(C(Cl)(Cl)Cl)(=O)=O.C(=O)([O-])[O-].[K+].[K+]. The catalyst is CN(C)C=O. The product is [CH3:1][O:2][C:3]1[C:13]([N+:14]([O-:16])=[O:15])=[CH:12][C:6]2[CH2:7][CH2:8][N:9]([CH2:19][C:18]([F:29])([F:28])[F:17])[CH2:10][CH2:11][C:5]=2[CH:4]=1. The yield is 0.460. (9) The reactants are [C:1]1(B(O)O)[CH:6]=[CH:5][CH:4]=[CH:3][CH:2]=1.[F-].[K+].Br[C:13]1[CH:18]=[C:17]([CH3:19])[CH:16]=[CH:15][C:14]=1[CH3:20]. The catalyst is C([O-])(=O)C.[Pd+2].C([O-])(=O)C.C(P(C(C)(C)C)C1C=CC=CC=1C1C=CC=CC=1)(C)(C)C. The product is [CH3:20][C:14]1[CH:15]=[CH:16][C:17]([CH3:19])=[CH:18][C:13]=1[C:1]1[CH:6]=[CH:5][CH:4]=[CH:3][CH:2]=1. The yield is 0.820.